From a dataset of Full USPTO retrosynthesis dataset with 1.9M reactions from patents (1976-2016). Predict the reactants needed to synthesize the given product. (1) Given the product [CH3:21][N:22]([CH3:26])[C:23](=[O:24])[O:11][CH:9]([CH3:10])[C:8]([N:7]([C:6]1[C:2]([Cl:1])=[N:3][N:4]([C:15]2[CH:16]=[N:17][CH:18]=[CH:19][CH:20]=2)[CH:5]=1)[CH2:13][CH3:14])=[O:12], predict the reactants needed to synthesize it. The reactants are: [Cl:1][C:2]1[C:6]([N:7]([CH2:13][CH3:14])[C:8](=[O:12])[CH:9]([OH:11])[CH3:10])=[CH:5][N:4]([C:15]2[CH:16]=[N:17][CH:18]=[CH:19][CH:20]=2)[N:3]=1.[CH3:21][N:22]([CH3:26])[C:23](Cl)=[O:24]. (2) Given the product [C:1]([C:3]1[CH:8]=[CH:7][C:6]([F:10])=[CH:5][N:4]=1)#[N:2], predict the reactants needed to synthesize it. The reactants are: [C:1]([C:3]1[CH:8]=[CH:7][C:6](Cl)=[CH:5][N:4]=1)#[N:2].[F-:10].[K+]. (3) Given the product [F:19][C:20]1[CH:25]=[C:24]([C:2]2[S:6][C:5]([C:7]([N:9]([CH2:11][C:12]3[CH:17]=[CH:16][CH:15]=[C:14]([OH:18])[CH:13]=3)[CH3:10])=[O:8])=[CH:4][CH:3]=2)[CH:23]=[CH:22][CH:21]=1, predict the reactants needed to synthesize it. The reactants are: Br[C:2]1[S:6][C:5]([C:7]([N:9]([CH2:11][C:12]2[CH:17]=[CH:16][CH:15]=[C:14]([OH:18])[CH:13]=2)[CH3:10])=[O:8])=[CH:4][CH:3]=1.[F:19][C:20]1[CH:21]=[C:22](B(O)O)[CH:23]=[CH:24][CH:25]=1.